This data is from Catalyst prediction with 721,799 reactions and 888 catalyst types from USPTO. The task is: Predict which catalyst facilitates the given reaction. (1) Product: [CH3:20][C:14]1[CH:15]=[CH:16][CH:17]=[C:18]2[C:13]=1[N:12]=[C:11]([C:21]1[CH:26]=[CH:25][CH:24]=[CH:23][C:22]=1[C:27]([F:30])([F:28])[F:29])[C:10]([CH2:9][NH2:8])=[CH:19]2. The catalyst class is: 144. Reactant: COC1C=CC(C[NH:8][CH2:9][C:10]2[C:11]([C:21]3[CH:26]=[CH:25][CH:24]=[CH:23][C:22]=3[C:27]([F:30])([F:29])[F:28])=[N:12][C:13]3[C:18]([CH:19]=2)=[CH:17][CH:16]=[CH:15][C:14]=3[CH3:20])=CC=1.[N+]([O-])([O-])=O.[Ce+4].[NH4+].[N+]([O-])([O-])=O.[N+]([O-])([O-])=O.[N+]([O-])([O-])=O.[N+]([O-])([O-])=O. (2) Reactant: Cl[C:2]1[CH:11]=[C:10]([CH2:12][CH2:13][C:14]2[CH:19]=[CH:18][CH:17]=[CH:16][CH:15]=2)[C:9]2[C:4](=[CH:5][CH:6]=[C:7]([C:20]([C:28]3[CH:33]=[CH:32][C:31]([Cl:34])=[CH:30][CH:29]=3)([C:22]3[N:26]([CH3:27])[CH:25]=[N:24][CH:23]=3)[OH:21])[CH:8]=2)[N:3]=1.[N-:35]=[N+:36]=[N-:37].[Na+]. Product: [Cl:34][C:31]1[CH:32]=[CH:33][C:28]([C:20]([C:22]2[N:26]([CH3:27])[CH:25]=[N:24][CH:23]=2)([C:7]2[CH:8]=[C:9]3[C:4](=[CH:5][CH:6]=2)[N:3]2[N:35]=[N:36][N:37]=[C:2]2[CH:11]=[C:10]3[CH2:12][CH2:13][C:14]2[CH:15]=[CH:16][CH:17]=[CH:18][CH:19]=2)[OH:21])=[CH:29][CH:30]=1. The catalyst class is: 3. (3) Reactant: [CH3:1][O:2][C:3](=[O:15])[CH:4]([O:11][CH2:12][CH:13]=C)[C:5]1[CH:10]=[CH:9][CH:8]=[CH:7][CH:6]=1.[O:16]=[O+][O-].CSC. Product: [CH3:1][O:2][C:3](=[O:15])[CH:4]([O:11][CH2:12][CH:13]=[O:16])[C:5]1[CH:10]=[CH:9][CH:8]=[CH:7][CH:6]=1. The catalyst class is: 4.